The task is: Predict the product of the given reaction.. This data is from Forward reaction prediction with 1.9M reactions from USPTO patents (1976-2016). (1) Given the reactants [F:1][C:2]1[CH:9]=[C:8]([O:10][CH:11]2[CH2:16][CH2:15][CH2:14][CH2:13][O:12]2)[CH:7]=[C:6]([OH:17])[C:3]=1[CH:4]=[O:5].N1C=CC=CC=1.[O:24](S(C(F)(F)F)(=O)=O)[S:25]([C:28]([F:31])([F:30])[F:29])(=O)=[O:26], predict the reaction product. The product is: [F:29][C:28]([F:31])([F:30])[S:25]([O:17][C:6]1[CH:7]=[C:8]([O:10][CH:11]2[CH2:16][CH2:15][CH2:14][CH2:13][O:12]2)[CH:9]=[C:2]([F:1])[C:3]=1[CH:4]=[O:5])(=[O:26])=[O:24]. (2) Given the reactants [Cl:1][C:2]1[CH:10]=[C:9]([Cl:11])[CH:8]=[C:7]2[C:3]=1[CH2:4][CH2:5][NH:6]2.[O:12]=[CH:13][C@@H:14]([C@H:16]([C@@H:18]([C@@H:20]([CH2:22][OH:23])[OH:21])[OH:19])[OH:17])O.C(O)C, predict the reaction product. The product is: [Cl:1][C:2]1[CH:10]=[C:9]([Cl:11])[CH:8]=[C:7]2[C:3]=1[CH2:4][CH2:5][N:6]2[C@@H:22]1[O:23][C@H:14]([CH2:13][OH:12])[C@@H:16]([OH:17])[C@H:18]([OH:19])[C@H:20]1[OH:21]. (3) Given the reactants C([Li])C[CH2:3][CH3:4].[CH2:6]([C@H:13]1[CH2:17][O:16][C:15](=[O:18])[NH:14]1)[C:7]1[CH:12]=[CH:11][CH:10]=[CH:9][CH:8]=1.C(Br)(=[O:21])C.[CH3:23][C:24]([CH3:31])([C:27](=[O:30])[CH2:28][CH3:29])[CH:25]=[O:26].[Li+].[I-].[Na+].[Cl-], predict the reaction product. The product is: [CH3:23][C:24]([CH3:31])([C:25](=[O:26])[CH2:3][CH3:4])[C@@H:27]([OH:30])[CH2:28][C:29]([N:14]1[C@@H:13]([CH2:6][C:7]2[CH:8]=[CH:9][CH:10]=[CH:11][CH:12]=2)[CH2:17][O:16][C:15]1=[O:18])=[O:21]. (4) Given the reactants [CH2:1]([CH:3]1[CH2:12][NH:11][C:10]2[C:5](=[CH:6][C:7]([CH3:14])=[C:8]([CH3:13])[CH:9]=2)[NH:4]1)[CH3:2].[C:15](O[C:15]([O:17][C:18]([CH3:21])([CH3:20])[CH3:19])=[O:16])([O:17][C:18]([CH3:21])([CH3:20])[CH3:19])=[O:16], predict the reaction product. The product is: [C:18]([O:17][C:15]([N:11]1[C:10]2[C:5](=[CH:6][C:7]([CH3:14])=[C:8]([CH3:13])[CH:9]=2)[NH:4][CH:3]([CH2:1][CH3:2])[CH2:12]1)=[O:16])([CH3:21])([CH3:20])[CH3:19]. (5) The product is: [ClH:12].[CH3:14][O:8][C:7](=[O:9])[C@H:2]([CH2:3][CH:4]([CH3:6])[CH3:5])[NH2:1]. Given the reactants [NH2:1][C@H:2]([C:7]([OH:9])=[O:8])[CH2:3][CH:4]([CH3:6])[CH3:5].O=S(Cl)[Cl:12].[CH3:14]O, predict the reaction product.